From a dataset of Forward reaction prediction with 1.9M reactions from USPTO patents (1976-2016). Predict the product of the given reaction. (1) Given the reactants [CH3:1][N:2]([CH3:29])[C:3]1[CH:4]=[CH:5][C:6]([C:13]2[S:14][C:15]3[CH:21]([O:22]COCCOC)[CH2:20][CH2:19][CH2:18][C:16]=3[N:17]=2)=[C:7]([C:9]([OH:12])([CH3:11])[CH3:10])[CH:8]=1, predict the reaction product. The product is: [CH3:29][N:2]([CH3:1])[C:3]1[CH:4]=[CH:5][C:6]([C:13]2[S:14][C:15]3[CH:21]([OH:22])[CH2:20][CH2:19][CH2:18][C:16]=3[N:17]=2)=[C:7]([C:9]([OH:12])([CH3:10])[CH3:11])[CH:8]=1. (2) The product is: [NH2:1][C:4]1[CH:28]=[CH:27][C:26]([O:29][C:30]([F:33])([F:31])[F:32])=[CH:25][C:5]=1[C:6]([NH:8][CH2:9][C:10]([NH:12][C@@H:13]1[CH2:17][CH2:16][NH:15][CH2:14]1)=[O:11])=[O:7]. Given the reactants [N+:1]([C:4]1[CH:28]=[CH:27][C:26]([O:29][C:30]([F:33])([F:32])[F:31])=[CH:25][C:5]=1[C:6]([NH:8][CH2:9][C:10]([NH:12][C@@H:13]1[CH2:17][CH2:16][N:15](CC2C=CC=CC=2)[CH2:14]1)=[O:11])=[O:7])([O-])=O.C(O)(=O)C.[H][H], predict the reaction product. (3) The product is: [CH3:1][S:2]([C:5]1[CH:6]=[C:7]([CH2:8][OH:9])[CH:10]=[CH:11][CH:12]=1)(=[O:3])=[O:4]. Given the reactants [CH3:1][S:2]([C:5]1[CH:6]=[C:7]([CH:10]=[CH:11][CH:12]=1)[CH:8]=[O:9])(=[O:4])=[O:3].O, predict the reaction product.